From a dataset of Full USPTO retrosynthesis dataset with 1.9M reactions from patents (1976-2016). Predict the reactants needed to synthesize the given product. (1) Given the product [C:2]([C:7]1[O:11][C:10]([CH2:12][N:13]2[N:17]=[C:16]([NH:18][C:31]([C:27]3[N:28]=[CH:29][S:30][C:26]=3[C:22]3[CH:23]=[CH:24][CH:25]=[C:20]([F:19])[CH:21]=3)=[O:32])[CH:15]=[N:14]2)=[CH:9][CH:8]=1)(=[O:6])[CH3:1], predict the reactants needed to synthesize it. The reactants are: [CH3:1][C:2]1([C:7]2[O:11][C:10]([CH2:12][N:13]3[N:17]=[C:16]([NH2:18])[CH:15]=[N:14]3)=[CH:9][CH:8]=2)[O:6]CCO1.[F:19][C:20]1[CH:21]=[C:22]([C:26]2[S:30][CH:29]=[N:28][C:27]=2[C:31](O)=[O:32])[CH:23]=[CH:24][CH:25]=1. (2) Given the product [Br-:9].[Cl-:10].[CH3:15][N+:14]([CH2:13][CH2:12][CH2:11][NH2+:8][CH:4]([CH2:5][CH:6]=[CH2:7])[CH2:1][CH:2]=[CH2:3])([CH3:16])[CH2:17][CH2:18][CH2:19][CH2:20][CH2:21][CH2:22][CH2:23][CH2:24][CH2:25][CH2:26][CH2:27][CH3:28], predict the reactants needed to synthesize it. The reactants are: [CH2:1]([CH:4]([NH2:8])[CH2:5][CH:6]=[CH2:7])[CH:2]=[CH2:3].[Br-:9].[Cl:10][CH2:11][CH2:12][CH2:13][N+:14]([CH2:17][CH2:18][CH2:19][CH2:20][CH2:21][CH2:22][CH2:23][CH2:24][CH2:25][CH2:26][CH2:27][CH3:28])([CH3:16])[CH3:15]. (3) Given the product [Cl:19][C:16]1[CH:17]=[CH:18][C:11]2[CH2:10][CH2:9][NH:8][CH2:14][CH2:13][C:12]=2[C:15]=1[CH2:20][S:21][C:22]1[CH:27]=[CH:26][C:25]([C:28]2[N:29]=[C:30]([NH:33][CH2:34][CH:35]3[CH2:37][CH2:36]3)[S:31][CH:32]=2)=[CH:24][N:23]=1, predict the reactants needed to synthesize it. The reactants are: C(OC([N:8]1[CH2:14][CH2:13][C:12]2[C:15]([CH2:20][S:21][C:22]3[CH:27]=[CH:26][C:25]([C:28]4[N:29]=[C:30]([NH:33][CH2:34][CH:35]5[CH2:37][CH2:36]5)[S:31][CH:32]=4)=[CH:24][N:23]=3)=[C:16]([Cl:19])[CH:17]=[CH:18][C:11]=2[CH2:10][CH2:9]1)=O)(C)(C)C.FC(F)(F)C(O)=O. (4) Given the product [C:1]([O:5][C:6]([NH:8][C:9]([CH3:49])([CH3:48])[C:10]([NH:12][C@H:13]([CH2:38][C:39]1[C:47]2[C:42](=[CH:43][CH:44]=[CH:45][CH:46]=2)[NH:41][CH:40]=1)[C:14]([NH:16][C:17]1[N:18]=[C:19]([CH:22]([C:28]2[CH:37]=[CH:36][C:35]3[C:30](=[CH:31][CH:32]=[CH:33][CH:34]=3)[CH:29]=2)[C:23]([OH:25])=[O:24])[NH:20][CH:21]=1)=[O:15])=[O:11])=[O:7])([CH3:4])([CH3:2])[CH3:3], predict the reactants needed to synthesize it. The reactants are: [C:1]([O:5][C:6]([NH:8][C:9]([CH3:49])([CH3:48])[C:10]([NH:12][C@H:13]([CH2:38][C:39]1[C:47]2[C:42](=[CH:43][CH:44]=[CH:45][CH:46]=2)[NH:41][CH:40]=1)[C:14]([NH:16][C:17]1[N:18]=[C:19]([CH:22]([C:28]2[CH:37]=[CH:36][C:35]3[C:30](=[CH:31][CH:32]=[CH:33][CH:34]=3)[CH:29]=2)[C:23]([O:25]CC)=[O:24])[NH:20][CH:21]=1)=[O:15])=[O:11])=[O:7])([CH3:4])([CH3:3])[CH3:2].[OH-].[Li+].O1CCOCC1. (5) Given the product [F:23][C:19]1[CH:18]=[C:17]([CH:22]=[CH:21][CH:20]=1)[CH2:16][N:14]1[CH:15]=[C:11]([C:10]2[C:4]3[C:5](=[N:6][CH:7]=[C:2]([C:39]4[CH:40]=[C:41]([NH2:42])[C:36]([O:35][CH3:34])=[N:37][CH:38]=4)[CH:3]=3)[N:8]([S:24]([C:27]3[CH:33]=[CH:32][C:30]([CH3:31])=[CH:29][CH:28]=3)(=[O:26])=[O:25])[CH:9]=2)[CH:12]=[N:13]1, predict the reactants needed to synthesize it. The reactants are: Br[C:2]1[CH:3]=[C:4]2[C:10]([C:11]3[CH:12]=[N:13][N:14]([CH2:16][C:17]4[CH:22]=[CH:21][CH:20]=[C:19]([F:23])[CH:18]=4)[CH:15]=3)=[CH:9][N:8]([S:24]([C:27]3[CH:33]=[CH:32][C:30]([CH3:31])=[CH:29][CH:28]=3)(=[O:26])=[O:25])[C:5]2=[N:6][CH:7]=1.[CH3:34][O:35][C:36]1[C:41]([NH2:42])=[CH:40][C:39](B2OC(C)(C)C(C)(C)O2)=[CH:38][N:37]=1.C(=O)([O-])[O-].[Na+].[Na+]. (6) Given the product [C:1]([O:5][C:6]([N:8]([CH3:22])[CH2:9][CH2:10][C@H:11]1[CH2:16][CH2:15][C@H:14]([CH2:17][O:18][C:19](=[O:21])[CH3:20])[CH2:13][CH2:12]1)=[O:7])([CH3:4])([CH3:2])[CH3:3], predict the reactants needed to synthesize it. The reactants are: [C:1]([O:5][C:6]([NH:8][CH2:9][CH2:10][C@H:11]1[CH2:16][CH2:15][C@H:14]([CH2:17][O:18][C:19](=[O:21])[CH3:20])[CH2:13][CH2:12]1)=[O:7])([CH3:4])([CH3:3])[CH3:2].[CH3:22]I.[H-].[Na+]. (7) Given the product [Cl:1][C:2]1[C:3]([C:8]2[CH:9]=[C:10]3[C:14](=[C:15]([O:17][CH2:18][CH2:19][C:20]4[CH:25]=[CH:24][CH:23]=[CH:22][N:21]=4)[CH:16]=2)[N:13]([CH2:26][O:27][CH3:28])[N:12]=[C:11]3[NH:29][C:31]2[CH:36]=[N:35][CH:34]=[CH:33][N:32]=2)=[N:4][CH:5]=[CH:6][CH:7]=1, predict the reactants needed to synthesize it. The reactants are: [Cl:1][C:2]1[C:3]([C:8]2[CH:9]=[C:10]3[C:14](=[C:15]([O:17][CH2:18][CH2:19][C:20]4[CH:25]=[CH:24][CH:23]=[CH:22][N:21]=4)[CH:16]=2)[N:13]([CH2:26][O:27][CH3:28])[N:12]=[C:11]3[NH2:29])=[N:4][CH:5]=[CH:6][CH:7]=1.Cl[C:31]1[CH:36]=[N:35][CH:34]=[CH:33][N:32]=1.C(=O)([O-])[O-].[Cs+].[Cs+].CC1(C)C2C=CC=C(P(C3C=CC=CC=3)C3C=CC=CC=3)C=2OC2C1=CC=CC=2P(C1C=CC=CC=1)C1C=CC=CC=1. (8) Given the product [N+:5]([C:8]1[C:16]2[C:11](=[CH:12][CH:13]=[C:14]([C:17]([Cl:3])=[O:18])[CH:15]=2)[NH:10][C:9]=1[C:20]1[C:29](=[O:30])[NH:28][C:27]2[C:22](=[CH:23][CH:24]=[CH:25][CH:26]=2)[N:21]=1)([O-:7])=[O:6], predict the reactants needed to synthesize it. The reactants are: O=S(Cl)[Cl:3].[N+:5]([C:8]1[C:16]2[C:11](=[CH:12][CH:13]=[C:14]([C:17](O)=[O:18])[CH:15]=2)[NH:10][C:9]=1[C:20]1[C:29](=[O:30])[NH:28][C:27]2[C:22](=[CH:23][CH:24]=[CH:25][CH:26]=2)[N:21]=1)([O-:7])=[O:6].